Dataset: Human Reference Interactome with 51,813 positive PPI pairs across 8,248 proteins, plus equal number of experimentally-validated negative pairs. Task: Binary Classification. Given two protein amino acid sequences, predict whether they physically interact or not. (1) Protein 1 (ENSG00000169016) has sequence MNPSPSKIRINLEDNVQYVSMRKALKVKRPRFDVSLVYLTRKFMDLVRSAPGGILDLNKVATKLGVRKRRVYDITNVLDGIDLVEKKSKNHIRWIGSDLSNFGAVPQQKKLQEELSDLSAMEDALDELIKDCAQQLFELTDDKENERLAYVTYQDIHSIQAFHEQIVIAVKAPAETRLDVPAPREDSITVHIRSTNGPIDVYLCEVEQGQTSNKRSEGVGTSSSESTHPEGPEEEENPQQSEELLEVSN*MSQQRPARKLPSLLLDPTEETVRRRCRDPINVEGLLKL*MSQQRPARKLP.... Protein 2 (ENSG00000183833) has sequence MSHAVTIEEPQAQPQVSQTRYRERSRAGSHISSNRAYDFLYDPLFIVSSEKDHTQANIQATLIRSRLRKVPRFKTMFSNLIHYPRYSLYWSKSDPVPPFISREWKGHKEKHREALRQLTTTDASFQMPKEVYEDPEVTGKNRYKYFERPFLPFFQQMPFNVVYAVSKAEPYTFPPTSTKHLSIPSKSTVGTQTDYRDADVQTDPYSAEYVVCQDSIPELLTLATLTWGRGLPAGQAEVEMIERAREKRAWEASLPALSDTSQFEKRRKMMNEMERKEWAFREQEIEKLQEIRLEVLKELL.... Result: 0 (the proteins do not interact). (2) Protein 1 (ENSG00000104835) has sequence MAASMARRLWPLLTRRGFRPRGGCISNDSPRRSFTTEKRNRNLLYEYAREGYSALPQLDIERFCACPEEAAHALELRKGELRSADLPAIISTWQELRQLQEQIRSLEEEKAAVTEAVRALLANQDSGEVQQDPKYQGLRARGREIRKELVHLYPREAQLEEQFYLQALKLPNQTHPDVPVGDESQARVLHMVGDKPVFSFQPRGHLEIGEKLDIIRQKRLSHVSGHRSYYLRGAGALLQHGLVNFTFNKLLRRGFTPMTVPDLLRGAVFEGCGMTPNANPSQIYNIDPARFKDLNLAGTA.... Protein 2 (ENSG00000152242) has sequence MKMEEAVGKVEELIESEAPPKASEQETAKEEDGSVELESQVQKDGVADSTVISSMPCLLMELRRDSSESQLASTESDKPTTGRVYESDSSNHCMLSPSSSGHLADSDTLSSAEENEPSQAETAVEGDPSGVSGATVGRKSRRSRSEMAAKKNRQSSDKQNGRVAKVKGHRSQKHKERIRLLRQKREAAARKKYNLLQDSSTSDSDLTCDSSTSSSDDDEEVSGSSKTITAEIPDGPPVVAHYDMSDTNSMKMEEAVGKVEELIESEAPPKASEQETAKEEDGSVELESQVQKDGVADSTV.... Result: 0 (the proteins do not interact). (3) Protein 1 (ENSG00000163879) has sequence MVTANKAHTGQGSCWVATLASAMIPPADSLLKYDTPVLVSRNTEKRSPKARLLKVSPQQPGPSGSAPQPPKTKLPSTPCVPDPTKQAEEILNAILPPREWVEDTQLWIQQVSSTPSTRMDVVHLQEQLDLKLQQRQARETGICPVRRELYSQCFDELIREVTINCAERGLLLLRVRDEIRMTIAAYQTLYESSVAFGMRKALQAEQGKSDMERKIAELETEKRDLERQVNEQKAKCEATEKRESERRQVEEKKHNEEIQFLKRTNQQLKAQLEGIIAPKK*MIPPADSLLKYDTPVLVSR.... Protein 2 (ENSG00000129152) has sequence MELLSPPLRDVDLTAPDGSLCSFATTDDFYDDPCFDSPDLRFFEDLDPRLMHVGALLKPEEHSHFPAAVHPAPGAREDEHVRAPSGHHQAGRCLLWACKACKRKTTNADRRKAATMRERRRLSKVNEAFETLKRCTSSNPNQRLPKVEILRNAIRYIEGLQALLRDQDAAPPGAAAAFYAPGPLPPGRGGEHYSGDSDASSPRSNCSDGMMDYSGPPSGARRRNCYEGAYYNEAPSEPRPGKSAAVSSLDCLSSIVERISTESPAAPALLLADVPSESPPRRQEAAAPSEGESSGDPTQS.... Result: 0 (the proteins do not interact). (4) Protein 1 (ENSG00000182333) has sequence MWLLLTMASLISVLGTTHGLFGKLHPGSPEVTMNISQMITYWGYPNEEYEVVTEDGYILEVNRIPYGKKNSGNTGQRPVVFLQHGLLASATNWISNLPNNSLAFILADAGYDVWLGNSRGNTWARRNLYYSPDSVEFWAFSFDEMAKYDLPATIDFIVKKTGQKQLHYVGHSQGTTIGFIAFSTNPSLAKRIKTFYALAPVATVKYTKSLINKLRFVPQSLFKFIFGDKIFYPHNFFDQFLATEVCSREMLNLLCSNALFIICGFDSKNFNTSRLDVYLSHNPAGTSVQNMFHWTQAVKS.... Protein 2 (ENSG00000070190) has sequence MGRAELLEGKMSTQDPSDLWSRSDGEAELLQDLGWYHGNLTRHAAEALLLSNGCDGSYLLRDSNETTGLYSLSVRAKDSVKHFHVEYTGYSFKFGFNEFSSLKDFVKHFANQPLIGSETGTLMVLKHPYPRKVEEPSIYESVRVHTAMQTGRTEDDLVPTAPSLGTKEGYLTKQGGLVKTWKTRWFTLHRNELKYFKDQMSPEPIRILDLTECSAVQFDYSQERVNCFCLVFPFRTFYLCAKTGVEADEWIKILRWKLVKDKS*MGRAELLEGKMSTQDPSDLWSRSDGEAELLQDLGWY.... Result: 0 (the proteins do not interact). (5) Protein 1 (ENSG00000165474) has sequence MDWGTLQTILGGVNKHSTSIGKIWLTVLFIFRIMILVVAAKEVWGDEQADFVCNTLQPGCKNVCYDHYFPISHIRLWALQLIFVSTPALLVAMHVAYRRHEKKRKFIKGEIKSEFKDIEEIKTQKVRIEGSLWWTYTSSIFFRVIFEAAFMYVFYVMYDGFSMQRLVKCNAWPCPNTVDCFVSRPTEKTVFTVFMIAVSGICILLNVTELCYLLIRYCSGKSKKPV*. Protein 2 (ENSG00000112208) has sequence MAQAKINAKANEGRFCRSSSMADRSSRLLESLDQLELRVEALREAATAVEQEKEILLEMIHSIQNSQDMRQISDGEREELNLTANRLMGRTLTVEVSVETIRNPQQQESLKHATRIIDEVVNKFLDDLGNAKSHLMSLYSACSSEVPHGPVDQKFQSIVIGCALEDQKKIKRRLETLLRNIENSDKAIKLLEHSKGAGSKTLQQNAESRFN*. Result: 0 (the proteins do not interact). (6) Protein 1 (ENSG00000174151) has sequence MQPLEVGLVPAPAGEPRLTRWLRRGSGILAHLVALGFTIFLTALSRPGTKTGPLMEDRSEGGRARWVMPEIPALWEADAGGSLEVFSPGTLYSWPWRSASAWLKPSYSSHLNTPCSSSAPEKHGSGSTGQGRP*MQPLEVGLVPAPAGEPRLTRWLRRGSGILAHLVALGFTIFLTALSRPGTKTGPLMEDRSEGGRARWVMPEIPALWEADAGGSLEFCLCMAEAILLFSPEHSLFFFCSRKARIRLHWAGQTLAILCAALGLGFIISSRTRSELPHLVSWHSWVGALTLLATAVQALC.... Protein 2 (ENSG00000006007) has sequence MWLWEDQGGLLGPFSFLLLVLLLVTRSPVNACLLTGSLFVLLRVFSFEPVPSCRALQVLKPRDRISAIAHRGGSHDAPENTLAAIRQAAKNGATGVELDIEFTSDGIPVLMHDNTVDRTTDGTGRLCDLTFEQIRKLNPAANHRLRNDFPDEKIPTLREAVAECLNHNLTIFFDVKGHAHKATEALKKMYMEFPQLYNNSVVCSFLPEVIYKMRQTDRDVITALTHRPWSLSHTGDGKPRYDTFWKHFIFVMMDILLDWSMHNILWYLCGISAFLMQKDFVSPAYLKKWSAKGIQVVGWT.... Result: 0 (the proteins do not interact). (7) Protein 1 (ENSG00000101265) has sequence MDYSHQTSLVPCGQDKYISKNELLLHLKTYNLYYEGQNLQLRHREEEDEFIVEGLLNISWGLRRPIRLQMQDDNERIRPPPSSSSWHSGCNLGAQGTTLKPLTVPKVQISEVDAPPEGDQMPSSTDSRGLKPLQEDTPQLMRTRSDVGVRRRGNVRTPSDQRRIRRHRFSINGHFYNHKTSVFTPAYGSVTNVRINSTMTTPQVLKLLLNKFKIENSAEEFALYVVHTSGEKQKLKATDYPLIARILQGPCEQISKVFLMEKDQVEEVTYDVAQYIKFEMPVLKSFIQKLQEEEDREVKK.... Protein 2 (ENSG00000205356) has sequence MPNSVLWAVDLFGRVYTLSTAGQYWEMCKDSQLEFKRVSATTQCCWGIACDNQVYVYVCASDVPIRRREEAYENQAWVQGRLCVPGPQRWNPMGGFCEKMPNSVLWAVDLFGRVYTLSTAGQYWEMCKDSQLEFKRVSATTQCCWGIACDNQVYVYVCASDVPIRRREEAYENQRWNPMGGFCEKLLLSDRWGWSDVSGLMPNSVLWAVDLFGRVYTLSTAGQYWEMCKDSQLEFKRVSATTQCCWGIACDNQVYVYVCASDVPIRRREEAYENQAWVQGRLCVPGPQRWNPMGGFMPNS.... Result: 0 (the proteins do not interact). (8) Protein 1 (ENSG00000161896) has sequence MVVQNSADAGDMRAGVQLEPFLHQVGGHMSVMKYDEHTVCKPLVSREQRFYESLPLAMKRFTPQYKGTVTVHLWKDSTGHLSLVANPVKESQEPFKVSTESAAVAIWQTLQQTTGSNGSDCTLAQWPHAQLARSPKESPAKALLRSEPHLNTPAFSLVEDTNGNQVERKSFNPWGLQCHQAHLTRLCSEYPENKRHRFLLLENVVSQYTHPCVLDLKMGTRQHGDDASEEKKARHMRKCAQSTSACLGVRICGMQVYQTDKKYFLCKDKYYGRKLSVEGFRQALYQFLHNGSHLRRELLE.... Protein 2 (ENSG00000177932) has sequence MAVDLLSAQEPVTFRDVAVFFSQDEWLHLDSAQRALYREVMLENYSSLVSLGIPFSMPKLIHQLQQGEDPCMVEREVPSDTRLGFKTWLETEALPHRQDIFIEETSQGMVKKESIKDGHWDINFEEAVEFESEIEEEQEKKPLRQMIDSHEKTISEDGNHTSLELGKSLFTNTALVTQQSVPIERIPNMYYTFGKDFKQNFDLMKCFQIYPGGKPHICNECGKSFKQNLHLIEHQRIHTGEKPYKCNECEKTFSHRSSLLSHQRIHTGEKPYKCNECEKAFSNSSTLIKHLRVHTGEKPY.... Result: 0 (the proteins do not interact).